Dataset: Peptide-MHC class II binding affinity with 134,281 pairs from IEDB. Task: Regression. Given a peptide amino acid sequence and an MHC pseudo amino acid sequence, predict their binding affinity value. This is MHC class II binding data. The peptide sequence is DYLILKNLTGLVSAG. The MHC is DRB1_0401 with pseudo-sequence DRB1_0401. The binding affinity (normalized) is 0.821.